Dataset: Full USPTO retrosynthesis dataset with 1.9M reactions from patents (1976-2016). Task: Predict the reactants needed to synthesize the given product. (1) Given the product [CH2:1]([O:8][C:9]1[CH:10]=[C:11]2[C:16](=[CH:17][CH:18]=1)[CH2:15][N:14]([CH2:20][CH:21]([CH3:23])[CH3:22])[C:13]([C:24]([OH:26])=[O:25])=[C:12]2[C:28]1[CH:29]=[CH:30][C:31]([CH3:34])=[CH:32][CH:33]=1)[C:2]1[CH:3]=[CH:4][CH:5]=[CH:6][CH:7]=1, predict the reactants needed to synthesize it. The reactants are: [CH2:1]([O:8][C:9]1[CH:10]=[C:11]2[C:16](=[CH:17][CH:18]=1)[C:15](=O)[N:14]([CH2:20][CH:21]([CH3:23])[CH3:22])[C:13]([C:24]([O:26]C)=[O:25])=[C:12]2[C:28]1[CH:33]=[CH:32][C:31]([CH3:34])=[CH:30][CH:29]=1)[C:2]1[CH:7]=[CH:6][CH:5]=[CH:4][CH:3]=1.O.[OH-].[Li+].O.Cl. (2) Given the product [CH3:14][C:3]1[CH:4]=[C:5]([C:8]2[CH:13]=[CH:12][CH:11]=[CH:10][CH:9]=2)[N:6]=[CH:7][C:2]=1[N:26]1[C:27]2[CH:15]=[CH:16][CH:17]=[CH:18][C:19]=2[C:20]2[C:25]1=[CH:24][CH:23]=[CH:22][CH:21]=2, predict the reactants needed to synthesize it. The reactants are: I[C:2]1[C:3]([CH3:14])=[CH:4][C:5]([C:8]2[CH:13]=[CH:12][CH:11]=[CH:10][CH:9]=2)=[N:6][CH:7]=1.[CH:15]1[C:27]2[NH:26][C:25]3[C:20](=[CH:21][CH:22]=[CH:23][CH:24]=3)[C:19]=2[CH:18]=[CH:17][CH:16]=1.CN[C@@H]1CCCC[C@@H]1NC.P([O-])([O-])([O-])=O.[K+].[K+].[K+]. (3) Given the product [CH2:1]([N:8]1[CH2:13][CH2:12][CH:11]([C:14]([NH:16][C:17]2[CH:22]=[CH:21][C:20]([CH2:23][NH:24][C:25]3[C:34]4[C:29](=[CH:30][C:31]([CH3:35])=[CH:32][CH:33]=4)[N:28]=[C:27]([N:42]([CH2:41][CH2:40][CH2:39][N:38]([CH3:44])[CH3:37])[CH3:43])[N:26]=3)=[CH:19][CH:18]=2)=[O:15])[CH2:10][CH2:9]1)[C:2]1[CH:7]=[CH:6][CH:5]=[CH:4][CH:3]=1, predict the reactants needed to synthesize it. The reactants are: [CH2:1]([N:8]1[CH2:13][CH2:12][CH:11]([C:14]([NH:16][C:17]2[CH:22]=[CH:21][C:20]([CH2:23][NH:24][C:25]3[C:34]4[C:29](=[CH:30][C:31]([CH3:35])=[CH:32][CH:33]=4)[N:28]=[C:27](Cl)[N:26]=3)=[CH:19][CH:18]=2)=[O:15])[CH2:10][CH2:9]1)[C:2]1[CH:7]=[CH:6][CH:5]=[CH:4][CH:3]=1.[CH3:37][N:38]([CH3:44])[CH2:39][CH2:40][CH2:41][NH:42][CH3:43]. (4) Given the product [CH:16]1([C:2]2[CH:11]=[C:10]([F:12])[C:9]([N+:13]([O-:15])=[O:14])=[CH:8][C:3]=2[C:4]([O:6][CH3:7])=[O:5])[CH2:18][CH2:17]1, predict the reactants needed to synthesize it. The reactants are: Br[C:2]1[CH:11]=[C:10]([F:12])[C:9]([N+:13]([O-:15])=[O:14])=[CH:8][C:3]=1[C:4]([O:6][CH3:7])=[O:5].[CH:16]1(OB(O)O)[CH2:18][CH2:17]1.C1(P(C2CCCCC2)C2CCCCC2)CCCCC1.P([O-])([O-])([O-])=O.[K+].[K+].[K+]. (5) Given the product [CH3:1][N:2]1[C:7]([C:8]([F:10])([F:11])[F:9])=[CH:6][CH:5]=[C:4]([C:12]([C:14]2[CH:15]=[N:16][N:17]([CH3:20])[C:18]=2[O:19][S:38]([C:35]2[CH:36]=[CH:37][C:32]([CH3:42])=[CH:33][CH:34]=2)(=[O:40])=[O:39])=[O:13])[C:3]1=[O:21], predict the reactants needed to synthesize it. The reactants are: [CH3:1][N:2]1[C:7]([C:8]([F:11])([F:10])[F:9])=[CH:6][CH:5]=[C:4]([C:12]([C:14]2[CH:15]=[N:16][N:17]([CH3:20])[C:18]=2[OH:19])=[O:13])[C:3]1=[O:21].N1C=CC=CC=1.C(Cl)(Cl)Cl.[C:32]1([CH3:42])[CH:37]=[CH:36][C:35]([S:38](Cl)(=[O:40])=[O:39])=[CH:34][CH:33]=1.